This data is from Catalyst prediction with 721,799 reactions and 888 catalyst types from USPTO. The task is: Predict which catalyst facilitates the given reaction. (1) Reactant: [OH:1][CH2:2][CH2:3][O:4][CH2:5][CH2:6][O:7][C:8]1[CH:9]=[C:10]([C:14](=[O:18])[CH2:15][CH2:16][CH3:17])[CH:11]=[CH:12][CH:13]=1.CCN(CC)CC.[C:26](OC(=O)C)(=[O:28])[CH3:27]. Product: [C:26]([O:1][CH2:2][CH2:3][O:4][CH2:5][CH2:6][O:7][C:8]1[CH:13]=[CH:12][CH:11]=[C:10]([C:14](=[O:18])[CH2:15][CH2:16][CH3:17])[CH:9]=1)(=[O:28])[CH3:27]. The catalyst class is: 64. (2) Reactant: [NH2:1][C:2]1[CH:9]=[CH:8][CH:7]=[C:6]([Cl:10])[C:3]=1[C:4]#[N:5].CO[CH:13]1[CH2:17][CH2:16][CH:15](OC)O1.Cl.ClC1C=CN=CC=1.ClCCl. Product: [Cl:10][C:6]1[C:3]([C:4]#[N:5])=[C:2]([N:1]2[CH:13]=[CH:17][CH:16]=[CH:15]2)[CH:9]=[CH:8][CH:7]=1. The catalyst class is: 12. (3) Reactant: Br[C:2]1[CH:3]=[C:4]([C:8]#[N:9])[CH:5]=[N:6][CH:7]=1.[B:10]1([B:10]2[O:14][C:13]([CH3:16])([CH3:15])[C:12]([CH3:18])([CH3:17])[O:11]2)[O:14][C:13]([CH3:16])([CH3:15])[C:12]([CH3:18])([CH3:17])[O:11]1.C1(P(C2CCCCC2)C2CCCCC2)CCCCC1.C([O-])(=O)C.[K+]. Product: [C:8]([C:4]1[CH:5]=[N:6][CH:7]=[C:2]([B:10]2[O:14][C:13]([CH3:16])([CH3:15])[C:12]([CH3:18])([CH3:17])[O:11]2)[CH:3]=1)#[N:9]. The catalyst class is: 552. (4) Reactant: [F:1][C:2]1[CH:3]=[C:4]([CH:8]=[CH:9][C:10]=1[O:11][CH3:12])[C:5](O)=[O:6].C([N:15](CC)CC)C.C(OC(Cl)=O)C(C)C.N. Product: [F:1][C:2]1[CH:3]=[C:4]([CH:8]=[CH:9][C:10]=1[O:11][CH3:12])[C:5]([NH2:15])=[O:6]. The catalyst class is: 54. (5) Reactant: [CH:1](=[C:4]1[CH2:7][CH:6]([OH:8])[CH2:5]1)[CH2:2][CH3:3].[CH3:9][S:10](Cl)(=[O:12])=[O:11]. Product: [CH3:9][S:10]([O:8][CH:6]1[CH2:7][C:4](=[CH:1][CH2:2][CH3:3])[CH2:5]1)(=[O:12])=[O:11]. The catalyst class is: 17. (6) Reactant: [NH2:1][C:2]1[CH:10]=[C:9]([O:11][CH3:12])[CH:8]=[C:7]([O:13][CH3:14])[C:3]=1[C:4]([NH2:6])=[O:5].[CH3:15][S:16]([C:18]1[CH:23]=[CH:22][C:21]([C:24]2[CH:25]=[C:26]([CH:29]=O)[S:27][CH:28]=2)=[CH:20][CH:19]=1)=[O:17].OS([O-])=O.[Na+].O.C1(C)C=CC(S(O)(=O)=O)=CC=1. Product: [CH3:14][O:13][C:7]1[CH:8]=[C:9]([O:11][CH3:12])[CH:10]=[C:2]2[C:3]=1[C:4](=[O:5])[NH:6][C:29]([C:26]1[S:27][CH:28]=[C:24]([C:21]3[CH:20]=[CH:19][C:18]([S:16]([CH3:15])=[O:17])=[CH:23][CH:22]=3)[CH:25]=1)=[N:1]2. The catalyst class is: 80.